Dataset: NCI-60 drug combinations with 297,098 pairs across 59 cell lines. Task: Regression. Given two drug SMILES strings and cell line genomic features, predict the synergy score measuring deviation from expected non-interaction effect. Drug 1: C1=C(C(=O)NC(=O)N1)N(CCCl)CCCl. Drug 2: CNC(=O)C1=NC=CC(=C1)OC2=CC=C(C=C2)NC(=O)NC3=CC(=C(C=C3)Cl)C(F)(F)F. Cell line: MCF7. Synergy scores: CSS=37.5, Synergy_ZIP=0.386, Synergy_Bliss=-0.676, Synergy_Loewe=-5.10, Synergy_HSA=2.38.